Dataset: NCI-60 drug combinations with 297,098 pairs across 59 cell lines. Task: Regression. Given two drug SMILES strings and cell line genomic features, predict the synergy score measuring deviation from expected non-interaction effect. Synergy scores: CSS=0.935, Synergy_ZIP=0.342, Synergy_Bliss=1.98, Synergy_Loewe=-0.659, Synergy_HSA=-0.394. Drug 1: CC1=C(C(CCC1)(C)C)C=CC(=CC=CC(=CC(=O)O)C)C. Drug 2: C(=O)(N)NO. Cell line: SK-MEL-28.